This data is from Forward reaction prediction with 1.9M reactions from USPTO patents (1976-2016). The task is: Predict the product of the given reaction. (1) Given the reactants Cl[C:2]1[N:3]=[C:4]([NH:21][C:22]2[CH:27]=[CH:26][C:25]([CH:28]3[CH2:33][CH2:32][N:31]([C:34]([O:36][C:37]([CH3:40])([CH3:39])[CH3:38])=[O:35])[CH2:30][CH2:29]3)=[C:24]([CH3:41])[CH:23]=2)[C:5]2[C:6](=[O:20])[N:7]([CH2:12][O:13][CH2:14][CH2:15][Si:16]([CH3:19])([CH3:18])[CH3:17])[CH:8]=[CH:9][C:10]=2[CH:11]=1.[CH3:42][O:43][C:44]1[CH:49]=[N:48][CH:47]=[C:46]([Sn](CCCC)(CCCC)CCCC)[N:45]=1.CCOC(C)=O.C(OCC)C, predict the reaction product. The product is: [CH3:42][O:43][C:44]1[N:45]=[C:46]([C:2]2[N:3]=[C:4]([NH:21][C:22]3[CH:27]=[CH:26][C:25]([CH:28]4[CH2:33][CH2:32][N:31]([C:34]([O:36][C:37]([CH3:38])([CH3:40])[CH3:39])=[O:35])[CH2:30][CH2:29]4)=[C:24]([CH3:41])[CH:23]=3)[C:5]3[C:6](=[O:20])[N:7]([CH2:12][O:13][CH2:14][CH2:15][Si:16]([CH3:19])([CH3:17])[CH3:18])[CH:8]=[CH:9][C:10]=3[CH:11]=2)[CH:47]=[N:48][CH:49]=1. (2) Given the reactants [Br:1][C:2]1[S:6][CH:5]=[C:4]([C:7]([OH:9])=[O:8])[CH:3]=1.Cl.O.[CH3:12]O, predict the reaction product. The product is: [CH3:12][O:8][C:7]([C:4]1[CH:3]=[C:2]([Br:1])[S:6][CH:5]=1)=[O:9].